From a dataset of HIV replication inhibition screening data with 41,000+ compounds from the AIDS Antiviral Screen. Binary Classification. Given a drug SMILES string, predict its activity (active/inactive) in a high-throughput screening assay against a specified biological target. (1) The molecule is CCNC(=S)NNC(=O)c1csc(NC(=S)NC2CCCCC2)n1. The result is 0 (inactive). (2) The drug is CC(C)OC(=S)Nc1ccc(Cl)c(C=NOC(C)(C)C)c1. The result is 1 (active). (3) The compound is CC(=O)C1=C(N=[N+]=[N-])c2cccc3cccc(c23)C1=O. The result is 0 (inactive).